The task is: Predict the product of the given reaction.. This data is from Forward reaction prediction with 1.9M reactions from USPTO patents (1976-2016). (1) Given the reactants [NH2:1][C:2]1[S:6][C:5](C)=[N:4][C:3]=1[C:8]([O:10][CH2:11][CH3:12])=[O:9].[Cl:13][C:14]([Cl:21])([Cl:20])[C:15]([N:17]=[C:18]=[O:19])=[O:16], predict the reaction product. The product is: [CH2:11]([O:10][C:8]([C:3]1[N:4]=[CH:5][S:6][C:2]=1[NH:1][C:18]([NH:17][C:15](=[O:16])[C:14]([Cl:21])([Cl:20])[Cl:13])=[O:19])=[O:9])[CH3:12]. (2) Given the reactants [O:1]=[C:2]1[N:6]([C:7]2[CH:8]=[CH:9][C:10]3[C:16](=[O:17])[CH2:15][CH2:14][CH2:13][CH2:12][C:11]=3[CH:18]=2)[CH2:5][C@H:4]([CH2:19][NH:20][C:21](=[O:23])[CH3:22])[O:3]1.[Li+].C[Si]([N-][Si](C)(C)C)(C)C.[CH:34]1([C:39](Cl)=[O:40])[CH2:38][CH2:37][CH2:36][CH2:35]1.Cl, predict the reaction product. The product is: [CH:34]1([C:39]([CH:15]2[CH2:14][CH2:13][CH2:12][C:11]3[CH:18]=[C:7]([N:6]4[CH2:5][C@H:4]([CH2:19][NH:20][C:21](=[O:23])[CH3:22])[O:3][C:2]4=[O:1])[CH:8]=[CH:9][C:10]=3[C:16]2=[O:17])=[O:40])[CH2:38][CH2:37][CH2:36][CH2:35]1. (3) Given the reactants [F:1][C:2]1[CH:11]=[C:10]([CH:12]=O)[CH:9]=[C:8]([OH:14])[C:3]=1[C:4]([O:6]C)=[O:5].[C:15]1([C:21](=O)[CH2:22][C:23]2[CH:28]=[CH:27][CH:26]=[CH:25][CH:24]=2)[CH:20]=[CH:19][CH:18]=[CH:17][CH:16]=1.[NH2:30][C:31]([NH2:33])=[O:32].Cl, predict the reaction product. The product is: [F:1][C:2]1[CH:11]=[C:10]([CH:12]2[C:22]([C:23]3[CH:28]=[CH:27][CH:26]=[CH:25][CH:24]=3)=[C:21]([C:15]3[CH:20]=[CH:19][CH:18]=[CH:17][CH:16]=3)[NH:33][C:31](=[O:32])[NH:30]2)[CH:9]=[C:8]([OH:14])[C:3]=1[C:4]([OH:6])=[O:5]. (4) The product is: [N+:1]([C:4]1[CH:5]=[C:6]2[C:7](=[CH:8][CH:9]=1)[NH:10][C:18](=[O:19])[C:17]([C:13]1[S:12][CH:16]=[CH:15][CH:14]=1)=[N:11]2)([O-:3])=[O:2]. Given the reactants [N+:1]([C:4]1[CH:5]=[C:6]([NH2:11])[C:7]([NH2:10])=[CH:8][CH:9]=1)([O-:3])=[O:2].[S:12]1[CH:16]=[CH:15][CH:14]=[C:13]1[C:17](=O)[C:18](O)=[O:19], predict the reaction product.